Dataset: Reaction yield outcomes from USPTO patents with 853,638 reactions. Task: Predict the reaction yield, written as a fraction of the theoretical maximum amount of product (1.0 means a 100% yield; for example, 0.34 means a 34% yield). (1) The reactants are [CH:1]1([N:6]2[C:11]3[N:12]=[C:13]([S:16][CH3:17])[N:14]=[CH:15][C:10]=3[CH:9]=[C:8]([CH2:18][O:19][CH3:20])[C:7]2=[O:21])[CH2:5][CH2:4][CH2:3][CH2:2]1.C1(S(N2C(C3C=CC=CC=3)O2)(=O)=[O:29])C=CC=CC=1. The catalyst is ClCCl. The product is [CH:1]1([N:6]2[C:11]3[N:12]=[C:13]([S:16]([CH3:17])=[O:29])[N:14]=[CH:15][C:10]=3[CH:9]=[C:8]([CH2:18][O:19][CH3:20])[C:7]2=[O:21])[CH2:2][CH2:3][CH2:4][CH2:5]1. The yield is 0.537. (2) The catalyst is CCOC(C)=O.[Pd]. The reactants are [CH2:1]([O:3][C:4](=[O:18])[CH:5]=[CH:6][C:7]1[C:11]2[CH:12]=[C:13]([CH:16]=[O:17])[CH:14]=[CH:15][C:10]=2[O:9][CH:8]=1)[CH3:2]. The product is [CH2:1]([O:3][C:4](=[O:18])[CH2:5][CH2:6][C:7]1[C:11]2[CH:12]=[C:13]([CH:16]=[O:17])[CH:14]=[CH:15][C:10]=2[O:9][CH:8]=1)[CH3:2]. The yield is 0.800. (3) The reactants are C(OC(N1CCC2C(SC(=O)N(C)C)=C([Cl:19])C=CC=2CC1)=O)(C)(C)C.C(OC([N:33]1[CH2:39][CH2:38][C:37]2[C:40]([S:46][C:47](=O)N(C)C)=[C:41]([Cl:45])[CH:42]=[C:43](Cl)[C:36]=2[CH2:35][CH2:34]1)=O)(C)(C)C.[OH-].[K+].C1CCN2C(=NCCC2)CC1.[F:65][C:66]([F:77])([F:76])[O:67][C:68]1[CH:75]=[CH:74][C:71](CBr)=[CH:70][CH:69]=1. The catalyst is CO.[Cl-].[NH4+]. The product is [ClH:19].[Cl:45][C:41]1[CH:42]=[CH:43][C:36]2[CH2:35][CH2:34][NH:33][CH2:39][CH2:38][C:37]=2[C:40]=1[S:46][CH2:47][C:71]1[CH:70]=[CH:69][C:68]([O:67][C:66]([F:65])([F:76])[F:77])=[CH:75][CH:74]=1. The yield is 0.430. (4) The catalyst is ClCCl. The product is [N:1]([CH2:4][CH2:5][NH:6][C:7](=[O:21])[CH2:8][S:28][C:22]1[CH:27]=[CH:26][CH:25]=[CH:24][CH:23]=1)=[N+:2]=[N-:3]. The reactants are [N:1]([CH2:4][CH2:5][NH:6][C:7](=[O:21])[CH2:8]CCCCCCCCCCCC)=[N+:2]=[N-:3].[C:22]1([S:28]CC(Cl)=O)[CH:27]=[CH:26][CH:25]=[CH:24][CH:23]=1.N(CCN)=[N+]=[N-].C(N(CC)CC)C. The yield is 0.640. (5) The reactants are [CH3:1][N:2]([CH3:47])[CH2:3][CH2:4][NH:5][C:6]([C@:8]12[CH2:43][CH2:42][C@@H:41]([CH:44]([CH3:46])[CH3:45])[C@@H:9]1[C@@H:10]1[C@@:23]([CH3:26])([CH2:24][CH2:25]2)[C@@:22]2([CH3:27])[C@@H:13]([C@:14]3([CH3:40])[C@@H:19]([CH2:20][CH2:21]2)[C:18]([CH3:29])([CH3:28])[C:17]([C:30]2[CH:39]=[CH:38][C:33]([C:34]([O:36]C)=[O:35])=[CH:32][CH:31]=2)=[CH:16][CH2:15]3)[CH2:12][CH2:11]1)=[O:7].[OH-].[Na+]. The catalyst is O1CCOCC1. The product is [CH3:47][N:2]([CH3:1])[CH2:3][CH2:4][NH:5][C:6]([C@:8]12[CH2:43][CH2:42][C@@H:41]([CH:44]([CH3:45])[CH3:46])[C@@H:9]1[C@@H:10]1[C@@:23]([CH3:26])([CH2:24][CH2:25]2)[C@@:22]2([CH3:27])[C@@H:13]([C@:14]3([CH3:40])[C@@H:19]([CH2:20][CH2:21]2)[C:18]([CH3:29])([CH3:28])[C:17]([C:30]2[CH:31]=[CH:32][C:33]([C:34]([OH:36])=[O:35])=[CH:38][CH:39]=2)=[CH:16][CH2:15]3)[CH2:12][CH2:11]1)=[O:7]. The yield is 0.360. (6) The reactants are [CH3:1][C:2]1([CH3:18])[C:10]2[C:5](=[CH:6][C:7]([O:11][CH2:12]C(OCC)=O)=[CH:8][CH:9]=2)[CH2:4][CH2:3]1. The catalyst is C(O)C.[OH-].[Na+]. The product is [CH3:12][O:11][C:7]1[CH:6]=[C:5]2[C:10](=[CH:9][CH:8]=1)[C:2]([CH3:18])([CH3:1])[CH2:3][CH2:4]2. The yield is 0.890.